Regression. Given two drug SMILES strings and cell line genomic features, predict the synergy score measuring deviation from expected non-interaction effect. From a dataset of NCI-60 drug combinations with 297,098 pairs across 59 cell lines. (1) Drug 1: CN1C(=O)N2C=NC(=C2N=N1)C(=O)N. Drug 2: CC1CCCC2(C(O2)CC(NC(=O)CC(C(C(=O)C(C1O)C)(C)C)O)C(=CC3=CSC(=N3)C)C)C. Cell line: ACHN. Synergy scores: CSS=38.6, Synergy_ZIP=1.76, Synergy_Bliss=2.45, Synergy_Loewe=-18.2, Synergy_HSA=4.33. (2) Drug 1: CCCS(=O)(=O)NC1=C(C(=C(C=C1)F)C(=O)C2=CNC3=C2C=C(C=N3)C4=CC=C(C=C4)Cl)F. Drug 2: C1C(C(OC1N2C=NC(=NC2=O)N)CO)O. Cell line: DU-145. Synergy scores: CSS=2.22, Synergy_ZIP=-0.859, Synergy_Bliss=2.99, Synergy_Loewe=-3.76, Synergy_HSA=-0.216.